Dataset: NCI-60 drug combinations with 297,098 pairs across 59 cell lines. Task: Regression. Given two drug SMILES strings and cell line genomic features, predict the synergy score measuring deviation from expected non-interaction effect. Drug 2: C1CC(C1)(C2=CC=C(C=C2)C3=C(C=C4C(=N3)C=CN5C4=NNC5=O)C6=CC=CC=C6)N. Drug 1: C1CC2CC3=C(CC1C24CN(S(=O)(=O)N4)CC(F)(F)F)C=CC(=C3)C=CCN5CCC(CC5)C(F)(F)F. Synergy scores: CSS=49.5, Synergy_ZIP=11.4, Synergy_Bliss=15.6, Synergy_Loewe=3.64, Synergy_HSA=16.0. Cell line: SK-OV-3.